Dataset: Merck oncology drug combination screen with 23,052 pairs across 39 cell lines. Task: Regression. Given two drug SMILES strings and cell line genomic features, predict the synergy score measuring deviation from expected non-interaction effect. Drug 1: CCN(CC)CCNC(=O)c1c(C)[nH]c(C=C2C(=O)Nc3ccc(F)cc32)c1C. Drug 2: NC(=O)c1cccc2cn(-c3ccc(C4CCCNC4)cc3)nc12. Cell line: CAOV3. Synergy scores: synergy=-1.39.